Dataset: Forward reaction prediction with 1.9M reactions from USPTO patents (1976-2016). Task: Predict the product of the given reaction. (1) Given the reactants [Br:1][C:2]1[CH:3]=[C:4]([CH:8]=[O:9])[CH:5]=[N:6][CH:7]=1.[BH4-].[Na+], predict the reaction product. The product is: [Br:1][C:2]1[CH:3]=[C:4]([CH2:8][OH:9])[CH:5]=[N:6][CH:7]=1. (2) Given the reactants [NH2:1][CH2:2][CH2:3][CH2:4][NH:5][C:6]1[C:15]2[C:10](=[CH:11][CH:12]=[CH:13][CH:14]=2)[C:9](=[O:16])[NH:8][N:7]=1.CN(C=O)C.[CH3:22][C:23]1[N:28]([CH3:29])[N:27]([C:30]2[CH:35]=[CH:34][CH:33]=[CH:32][CH:31]=2)[C:25](=[O:26])[C:24]=1[CH:36]=O, predict the reaction product. The product is: [CH3:29][N:28]1[C:23]([CH3:22])=[C:24]([CH:36]=[N:1][CH2:2][CH2:3][CH2:4][NH:5][C:6]2[C:15]3[C:10](=[CH:11][CH:12]=[CH:13][CH:14]=3)[C:9](=[O:16])[NH:8][N:7]=2)[C:25](=[O:26])[N:27]1[C:30]1[CH:35]=[CH:34][CH:33]=[CH:32][CH:31]=1.